Dataset: Experimentally validated miRNA-target interactions with 360,000+ pairs, plus equal number of negative samples. Task: Binary Classification. Given a miRNA mature sequence and a target amino acid sequence, predict their likelihood of interaction. The miRNA is hsa-miR-200a-5p with sequence CAUCUUACCGGACAGUGCUGGA. The protein sequence of the target gene is MSGAALGLEIVFVFFLALFLLHRYGDFKKQHRLVIIGTLLAWYLCFLIVFILPLDVSTTIYNRCRHAAANSSPPENTNVTGLDASVTPAPRQHPCFKPWSYIPDGIMPIFWRVVYWTSQFLTWILLPFMQSYARSGGFSITGKIKTALIENAIYYGTYLLIFGAFLIYVAVNPRLHLEWNQLQTIGIAAANTWGLFLLVLLLGYGLVEIPRSYWNGAKRGYLLMKTYFKAAKLMTEKADAEENLEDVMEEVRKVNESIKYNHPLRKCVDTILKKCPTDYQEKMGRNMDDYEDFDEKRNTY.... Result: 0 (no interaction).